Dataset: Full USPTO retrosynthesis dataset with 1.9M reactions from patents (1976-2016). Task: Predict the reactants needed to synthesize the given product. Given the product [CH:1]1([N:7]2[C:11]3[N:12]=[C:13]([CH:17]4[CH2:20][N:19]([C:21]5[NH:23][C:24]([C:25]6[CH:26]=[CH:27][CH:28]=[CH:29][CH:30]=6)=[N:34][N:33]=5)[CH2:18]4)[NH:14][C:15](=[O:16])[C:10]=3[CH:9]=[N:8]2)[CH2:6][CH2:5][CH2:4][CH2:3][CH2:2]1, predict the reactants needed to synthesize it. The reactants are: [CH:1]1([N:7]2[C:11]3[N:12]=[C:13]([CH:17]4[CH2:20][N:19]([C:21]([NH:23][C:24](=O)[C:25]5[CH:30]=[CH:29][CH:28]=[CH:27][CH:26]=5)=S)[CH2:18]4)[NH:14][C:15](=[O:16])[C:10]=3[CH:9]=[N:8]2)[CH2:6][CH2:5][CH2:4][CH2:3][CH2:2]1.O.[NH2:33][NH2:34].